Dataset: Full USPTO retrosynthesis dataset with 1.9M reactions from patents (1976-2016). Task: Predict the reactants needed to synthesize the given product. Given the product [O:16]=[C:15]1[NH:17][CH2:4][C:5]([C:6]([O:8][CH2:9][CH3:10])=[O:7])=[CH:11][NH:14]1, predict the reactants needed to synthesize it. The reactants are: C(O[CH2:4]/[C:5](=[CH:11]\OC)/[C:6]([O:8][CH2:9][CH3:10])=[O:7])C.[NH2:14][C:15]([NH2:17])=[O:16].Cl.